This data is from Full USPTO retrosynthesis dataset with 1.9M reactions from patents (1976-2016). The task is: Predict the reactants needed to synthesize the given product. (1) Given the product [N:28]1([CH2:2][C:3]2[CH:4]=[C:5]3[C:9](=[C:10]([N+:12]([O-:14])=[O:13])[CH:11]=2)[NH:8][C:7]([C:15]2[S:16][CH2:17][C@@H:18]([CH2:20][O:21][C:22](=[O:27])[C:23]([CH3:26])([CH3:25])[CH3:24])[N:19]=2)=[CH:6]3)[CH:32]=[CH:31][CH:30]=[N:29]1, predict the reactants needed to synthesize it. The reactants are: Cl[CH2:2][C:3]1[CH:4]=[C:5]2[C:9](=[C:10]([N+:12]([O-:14])=[O:13])[CH:11]=1)[NH:8][C:7]([C:15]1[S:16][CH2:17][C@@H:18]([CH2:20][O:21][C:22](=[O:27])[C:23]([CH3:26])([CH3:25])[CH3:24])[N:19]=1)=[CH:6]2.[NH:28]1[CH:32]=[CH:31][CH:30]=[N:29]1.CN(C=O)C. (2) Given the product [I:10][CH2:9][CH2:8][C@H:2]([O:1][Si:25]([CH2:30][CH3:31])([CH2:28][CH3:29])[CH2:26][CH3:27])[C:3]([O:5][CH2:6][CH3:7])=[O:4], predict the reactants needed to synthesize it. The reactants are: [OH:1][C@@H:2]([CH2:8][CH2:9][I:10])[C:3]([O:5][CH2:6][CH3:7])=[O:4].N1C(C)=CC=CC=1C.FC(F)(F)S(O[Si:25]([CH2:30][CH3:31])([CH2:28][CH3:29])[CH2:26][CH3:27])(=O)=O.